From a dataset of Experimentally validated miRNA-target interactions with 360,000+ pairs, plus equal number of negative samples. Binary Classification. Given a miRNA mature sequence and a target amino acid sequence, predict their likelihood of interaction. (1) The miRNA is hsa-miR-6766-5p with sequence CGGGUGGGAGCAGAUCUUAUUGAG. The protein sequence of the target gene is MGRAREVGWMAAGLMIGAGACYCVYKLTIGRDDSEKLEEEGEEEWDDDQELDEEEPDIWFDFETMARPWTEDGDWTEPGAPGGTEDRPSGGGKANRAHPIKQRPFPYEHKNTWSAQNCKNGSCVLDLSKCLFIQGKLLFAEPKDAGFPFSQDINSHLASLSMARNTSPTPDPTVREALCAPDNLNASIESQGQIKMYINEVCRETVSRCCNSFLQQAGLNLLISMTVINNMLAKSASDLKFPLISEGSGCAKVQVLKPLMGLSEKPVLAGELVGAQMLFSFMSLFIRNGNREILLETPAP.... Result: 1 (interaction). (2) The miRNA is hsa-miR-935 with sequence CCAGUUACCGCUUCCGCUACCGC. The protein sequence of the target gene is MAKWGEGDPRWIVEERADATNVNNWHWTERDASNWSTDKLKTLFLAVQVQNEEGKCEVTEVSKLDGEASINNRKGKLIFFYEWSVKLNWTGTSKSGVQYKGHVEIPNLSDENSVDEVEISVSLAKDEPDTNLVALMKEEGVKLLREAMGIYISTLKTEFTQGMILPTMNGESVDPVGQPALKTEERKAKPAPSKTQARPVGVKIPTCKITLKETFLTSPEELYRVFTTQELVQAFTHAPATLEADRGGKFHMVDGNVSGEFTDLVPEKHIVMKWRFKSWPEGHFATITLTFIDKNGETEL.... Result: 0 (no interaction). (3) The miRNA is hsa-miR-4715-3p with sequence GUGCCACCUUAACUGCAGCCAAU. The protein sequence of the target gene is MDEENMTKSEEQQPLSLQKALQQCELVQNMIDLSISNLEGLRTKCAASNDLTQKEIRTLESKLVKYFSRQLSCKKKVALQERNAELDGFPQLRHWFRIVDVRKEVLEEISPDQLSLEDLLEMTDEQVCETVEKYGANQEECARLNASLSCLRNVHKSGGNLSKQDWIIQWPTTEPGQESNPVCPPEPSPWIRTHLSQSPRVQTKCPQHFCPTSPTPGTPVYTQVDRLTVDAYPNLCPPPPPLESGHRSLPPSPRQRHVVRTPPRTPNIVTTVTPPGTPPMRRKNKLKPPGTPPPSSRKLI.... Result: 0 (no interaction). (4) The miRNA is hsa-miR-2355-5p with sequence AUCCCCAGAUACAAUGGACAA. The protein sequence of the target gene is MSETVICSSRATVMLYDDGNKRWLPAGTGPQAFSRVQIYHNPTANSFRVVGRKMQPDQQVVINCAIVRGVKYNQATPNFHQWRDARQVWGLNFGSKEDAAQFAAGMASALEALEGGGPPPPPALPTWSVPNGPSPEEVEQQKRQQPGPSEHIERRVSNAGGPPAPPAGGPPPPPGPPPPPGPPPPPGLPPSGVPAAAHGAGGGPPPAPPLPAAQGPGGGGAGAPGLAAAIAGAKLRKVSKQEEASGGPTAPKAESGRSGGGGLMEEMNAMLARRRKATQVGEKTPKDESANQEEPEARVP.... Result: 1 (interaction). (5) The miRNA is hsa-miR-3160-3p with sequence AGAGCUGAGACUAGAAAGCCCA. Result: 0 (no interaction). The protein sequence of the target gene is MDFSKLPKIRDEDKESTFGYVHGVSGPVVTACDMAGAAMYELVRVGHSELVGEIIRLEGDMATIQVYEETSGVSVGDPVLRTGKPLSVELGPGIMGAIFDGIQRPLSDISSQTQSIYIPRGVNVSALSRDIKWEFIPSKNLRVGSHITGGDIYGIVNENSLIKHKIMLPPRNRGSVTYIAPPGNYDASDVVLELEFEGVKEKFSMVQVWPVRQVRPVTEKLPANHPLLTGQRVLDALFPCVQGGTTAIPGAFGCGKTVISQSLSKYSNSDVIIYVGCGERGNEMSEVLRDFPELTMEVDG....